From a dataset of Forward reaction prediction with 1.9M reactions from USPTO patents (1976-2016). Predict the product of the given reaction. (1) Given the reactants [Br:1][C:2]1[CH:3]=[C:4]2[C:13](=[CH:14][CH:15]=1)[N:12]=[C:11]1[C:6]([CH:7]=[CH:8][CH:9]=[C:10]1[C:16]([OH:18])=O)=[N:5]2.[NH2:19][CH2:20][CH2:21][N:22]([CH2:33][CH3:34])[CH2:23][CH2:24][O:25][C:26]1[C:27]([F:32])=[N:28][CH:29]=[CH:30][CH:31]=1, predict the reaction product. The product is: [CH2:33]([N:22]([CH2:21][CH2:20][NH:19][C:16]([C:10]1[C:11]2[C:6](=[N:5][C:4]3[C:13]([N:12]=2)=[CH:14][CH:15]=[C:2]([Br:1])[CH:3]=3)[CH:7]=[CH:8][CH:9]=1)=[O:18])[CH2:23][CH2:24][O:25][C:26]1[C:27]([F:32])=[N:28][CH:29]=[CH:30][CH:31]=1)[CH3:34]. (2) Given the reactants C(OC(=O)[NH:7][C:8]1[S:12][N:11]=[C:10]([C:13]2[CH:18]=[CH:17][CH:16]=[C:15]([O:19][C:20]([F:23])([F:22])[F:21])[CH:14]=2)[N:9]=1)(C)(C)C.C(O)(C(F)(F)F)=O, predict the reaction product. The product is: [F:23][C:20]([F:21])([F:22])[O:19][C:15]1[CH:14]=[C:13]([C:10]2[N:9]=[C:8]([NH2:7])[S:12][N:11]=2)[CH:18]=[CH:17][CH:16]=1. (3) Given the reactants [CH:1]1([C:4]([C:6]2[C:7](Cl)=[N:8][CH:9]=[N:10][C:11]=2[Cl:12])=O)[CH2:3][CH2:2]1.[NH2:14][NH2:15], predict the reaction product. The product is: [Cl:12][C:11]1[N:10]=[CH:9][N:8]=[C:7]2[NH:14][N:15]=[C:4]([CH:1]3[CH2:3][CH2:2]3)[C:6]=12. (4) Given the reactants [NH2:1][CH2:2][CH:3]([OH:15])[CH2:4][N:5]1[CH2:14][CH2:13][C:12]2[C:7](=[CH:8][CH:9]=[CH:10][CH:11]=2)[CH2:6]1.[Br:16][C:17]1[CH:18]=[N:19][CH:20]=[C:21]([CH:25]=1)[C:22](O)=[O:23].CN(C(ON1N=NC2C=CC=NC1=2)=[N+](C)C)C.F[P-](F)(F)(F)(F)F, predict the reaction product. The product is: [Br:16][C:17]1[CH:18]=[N:19][CH:20]=[C:21]([CH:25]=1)[C:22]([NH:1][CH2:2][CH:3]([OH:15])[CH2:4][N:5]1[CH2:14][CH2:13][C:12]2[C:7](=[CH:8][CH:9]=[CH:10][CH:11]=2)[CH2:6]1)=[O:23].